Dataset: Cav3 T-type calcium channel HTS with 100,875 compounds. Task: Binary Classification. Given a drug SMILES string, predict its activity (active/inactive) in a high-throughput screening assay against a specified biological target. (1) The drug is S(CC(=O)NC1CCCCC1)c1n(NC(=O)c2ccc(OC)cc2)c(=O)c2c(n1)cccc2. The result is 0 (inactive). (2) The molecule is Clc1c2sc(N3CCCC3)nc2c(Cl)cc1. The result is 0 (inactive). (3) The drug is s1c(C(=O)N2CCN(CC2)C(=O)COc2ccc(cc2)C)ccc1. The result is 0 (inactive). (4) The drug is O=C1N(C(Cc2ccccc2)C(O)=O)C(=O)c2c1cccc2. The result is 0 (inactive). (5) The drug is O(C(=O)C1CCN(CC1)C(=O)CCCOc1ccccc1)C. The result is 0 (inactive).